From a dataset of Full USPTO retrosynthesis dataset with 1.9M reactions from patents (1976-2016). Predict the reactants needed to synthesize the given product. (1) Given the product [Br:1][CH2:2][C:3]([C:22]1[CH:23]=[CH:24][C:19]([O:18][C:15]2[CH:16]=[CH:17][C:12]([C:10]3[S:11][C:7]([CH3:6])=[CH:8][N:9]=3)=[CH:13][CH:14]=2)=[CH:20][CH:21]=1)=[O:4], predict the reactants needed to synthesize it. The reactants are: [Br:1][CH2:2][C:3](Br)=[O:4].[CH3:6][C:7]1[S:11][C:10]([C:12]2[CH:17]=[CH:16][C:15]([O:18][C:19]3[CH:24]=[CH:23][CH:22]=[CH:21][CH:20]=3)=[CH:14][CH:13]=2)=[N:9][CH:8]=1.[Al+3].[Cl-].[Cl-].[Cl-]. (2) Given the product [Cl:12][C:9]1[S:8][C:4]2[N:5]=[CH:6][N:7]=[C:2]([NH:34][C:33]3[C:28]([O:27][C@H:24]4[CH2:23][CH2:22][C@H:21]([NH:19][CH3:18])[CH2:26][CH2:25]4)=[N:29][CH:30]=[CH:31][CH:32]=3)[C:3]=2[C:10]=1[CH3:11], predict the reactants needed to synthesize it. The reactants are: Cl[C:2]1[C:3]2[C:10]([CH3:11])=[C:9]([Cl:12])[S:8][C:4]=2[N:5]=[CH:6][N:7]=1.C(O[C:18](=O)[N:19]([CH:21]1[CH2:26][CH2:25][CH:24]([O:27][C:28]2[C:33]([NH2:34])=[CH:32][CH:31]=[CH:30][N:29]=2)[CH2:23][CH2:22]1)C)(C)(C)C.C1(C)C=CC(S(O)(=O)=O)=CC=1. (3) Given the product [C:27]([O:26][CH:20]1[CH:21]([O:22][C:23](=[O:25])[CH3:24])[CH:16]([O:15][CH:8]2[CH:7]([O:36][C:37](=[O:39])[CH3:38])[CH:6]([O:40][C:41](=[O:43])[NH2:42])[CH:5]([O:4][C:1](=[O:3])[CH3:2])[CH:10]([O:11][C:12](=[O:14])[CH3:13])[O:9]2)[CH:17]([O:35][P:49]([O:51][C:52]2[CH:53]=[CH:54][CH:55]=[CH:56][CH:57]=2)([O:58][C:59]2[CH:60]=[CH:61][CH:62]=[CH:63][CH:64]=2)=[O:50])[O:18][CH:19]1[CH2:30][O:31][C:32](=[O:34])[CH3:33])(=[O:29])[CH3:28], predict the reactants needed to synthesize it. The reactants are: [C:1]([O:4][CH:5]1[CH:10]([O:11][C:12](=[O:14])[CH3:13])[O:9][CH:8]([O:15][CH:16]2[CH:21]([O:22][C:23](=[O:25])[CH3:24])[CH:20]([O:26][C:27](=[O:29])[CH3:28])[CH:19]([CH2:30][O:31][C:32](=[O:34])[CH3:33])[O:18][CH:17]2[OH:35])[CH:7]([O:36][C:37](=[O:39])[CH3:38])[CH:6]1[O:40][C:41](=[O:43])[NH2:42])(=[O:3])[CH3:2].[Li]CCCC.[P:49](Cl)([O:58][C:59]1[CH:64]=[CH:63][CH:62]=[CH:61][CH:60]=1)([O:51][C:52]1[CH:57]=[CH:56][CH:55]=[CH:54][CH:53]=1)=[O:50].C([O-])(O)=O.[Na+].